Dataset: TCR-epitope binding with 47,182 pairs between 192 epitopes and 23,139 TCRs. Task: Binary Classification. Given a T-cell receptor sequence (or CDR3 region) and an epitope sequence, predict whether binding occurs between them. (1) The epitope is FLYNLLTRV. The TCR CDR3 sequence is CASSLEGVYGYTF. Result: 1 (the TCR binds to the epitope). (2) The epitope is TFYLTNDVSFL. The TCR CDR3 sequence is CASSVNSGFEAFF. Result: 0 (the TCR does not bind to the epitope). (3) The epitope is NLSALGIFST. The TCR CDR3 sequence is CSAPTSGGSNEQFF. Result: 0 (the TCR does not bind to the epitope).